Dataset: Full USPTO retrosynthesis dataset with 1.9M reactions from patents (1976-2016). Task: Predict the reactants needed to synthesize the given product. (1) Given the product [CH2:1]([N:5]([C:6](=[O:14])[C:7]1[CH:12]=[CH:11][CH:10]=[CH:9][C:8]=1[F:13])[C:15]1[S:19][C:18]([C:20]2[CH:21]=[CH:22][C:23]([CH2:24][N:25]3[CH2:26][CH:27]([C:29]([O:31][CH2:34][CH3:35])=[O:30])[CH2:28]3)=[CH:32][CH:33]=2)=[N:17][N:16]=1)[CH2:2][CH2:3][CH3:4], predict the reactants needed to synthesize it. The reactants are: [CH2:1]([N:5]([C:15]1[S:19][C:18]([C:20]2[CH:33]=[CH:32][C:23]([CH2:24][N:25]3[CH2:28][CH:27]([C:29]([OH:31])=[O:30])[CH2:26]3)=[CH:22][CH:21]=2)=[N:17][N:16]=1)[C:6](=[O:14])[C:7]1[CH:12]=[CH:11][CH:10]=[CH:9][C:8]=1[F:13])[CH2:2][CH2:3][CH3:4].[CH2:34](O)[CH3:35]. (2) Given the product [F:23][C:2]([F:1])([F:22])[C:3]1[CH:4]=[C:5]([CH:9]2[CH2:10][CH2:11][N:12]([C:15]3[CH:20]=[CH:19][C:18]([NH:21][C:44]([C:42]4[N:43]=[C:39]([C:33]5[CH:38]=[CH:37][CH:36]=[CH:35][CH:34]=5)[O:40][C:41]=4[C:47]([F:49])([F:50])[F:48])=[O:45])=[CH:17][N:16]=3)[CH2:13][CH2:14]2)[CH:6]=[CH:7][CH:8]=1, predict the reactants needed to synthesize it. The reactants are: [F:1][C:2]([F:23])([F:22])[C:3]1[CH:4]=[C:5]([CH:9]2[CH2:14][CH2:13][N:12]([C:15]3[CH:20]=[CH:19][C:18]([NH2:21])=[CH:17][N:16]=3)[CH2:11][CH2:10]2)[CH:6]=[CH:7][CH:8]=1.C(N(C(C)C)CC)(C)C.[C:33]1([C:39]2[O:40][C:41]([C:47]([F:50])([F:49])[F:48])=[C:42]([C:44](Cl)=[O:45])[N:43]=2)[CH:38]=[CH:37][CH:36]=[CH:35][CH:34]=1. (3) The reactants are: [C:1]([C:5]1[CH:6]=[C:7]([C:15]2[S:19][C:18]([C:20]([NH:22][C@H:23]3[CH2:26][C@H:25]([C:27]([O:29][CH3:30])=[O:28])[CH2:24]3)=[O:21])=[N:17][C:16]=2[CH2:31][CH:32]2[CH2:37][CH2:36][CH2:35][CH2:34][CH2:33]2)[CH:8]=[C:9]([C:11](O)([CH3:13])[CH3:12])[CH:10]=1)([CH3:4])([CH3:3])[CH3:2].CCN(S(F)(F)[F:44])CC. Given the product [C:1]([C:5]1[CH:6]=[C:7]([C:15]2[S:19][C:18]([C:20]([NH:22][C@H:23]3[CH2:26][C@H:25]([C:27]([O:29][CH3:30])=[O:28])[CH2:24]3)=[O:21])=[N:17][C:16]=2[CH2:31][CH:32]2[CH2:37][CH2:36][CH2:35][CH2:34][CH2:33]2)[CH:8]=[C:9]([C:11]([F:44])([CH3:13])[CH3:12])[CH:10]=1)([CH3:4])([CH3:3])[CH3:2], predict the reactants needed to synthesize it. (4) Given the product [C:1]([O:6][CH:7]([CH2:14][CH3:15])[C:8]([C:11]([O:13][CH2:18][O:19][CH3:20])=[O:12])([F:10])[F:9])(=[O:5])[C:2]([CH3:4])=[CH2:3], predict the reactants needed to synthesize it. The reactants are: [C:1]([O:6][CH:7]([CH2:14][CH3:15])[C:8]([C:11]([OH:13])=[O:12])([F:10])[F:9])(=[O:5])[C:2]([CH3:4])=[CH2:3].C1[CH2:20][O:19][CH2:18]C1.COCCl. (5) Given the product [CH3:10][N:11]1[CH2:16][CH2:15][N:14]([CH2:17][C:18]2[CH:23]=[CH:22][C:21]([NH:24][C:25]([C:27]3[C:31]4[CH:32]=[CH:33][C:34]([O:36][C:6]5[CH:5]=[C:4]([Cl:9])[N:3]=[C:2]([NH2:1])[N:7]=5)=[CH:35][C:30]=4[S:29][N:28]=3)=[O:26])=[CH:20][C:19]=2[C:37]([F:40])([F:38])[F:39])[CH2:13][CH2:12]1, predict the reactants needed to synthesize it. The reactants are: [NH2:1][C:2]1[N:7]=[C:6](Cl)[CH:5]=[C:4]([Cl:9])[N:3]=1.[CH3:10][N:11]1[CH2:16][CH2:15][N:14]([CH2:17][C:18]2[CH:23]=[CH:22][C:21]([NH:24][C:25]([C:27]3[C:31]4[CH:32]=[CH:33][C:34]([OH:36])=[CH:35][C:30]=4[S:29][N:28]=3)=[O:26])=[CH:20][C:19]=2[C:37]([F:40])([F:39])[F:38])[CH2:13][CH2:12]1.[O-]P([O-])([O-])=O.[K+].[K+].[K+]. (6) Given the product [NH2:1][C@@H:4]1[CH2:13][CH2:12][CH2:11][C:10]2[CH:9]=[C:8]([C:14]#[N:15])[CH:7]=[CH:6][C:5]1=2, predict the reactants needed to synthesize it. The reactants are: [N:1]([CH:4]1[CH2:13][CH2:12][CH2:11][C:10]2[CH:9]=[C:8]([C:14]#[N:15])[CH:7]=[CH:6][C:5]1=2)=[N+]=[N-]. (7) The reactants are: [CH:1]1([N:6]2[C:11]3[N:12]=[C:13]([S:16][CH3:17])[N:14]=[CH:15][C:10]=3[C:9]([OH:18])=[CH:8][C:7]2=[O:19])[CH2:5][CH2:4][CH2:3][CH2:2]1.[F:20][C:21]([F:34])([F:33])[S:22](O[S:22]([C:21]([F:34])([F:33])[F:20])(=[O:24])=[O:23])(=[O:24])=[O:23].[CH3:35][O:36][C:37]1[CH:53]=[CH:52][C:40]([CH2:41][NH:42][CH2:43][C:44]2[CH:49]=[CH:48][C:47]([O:50][CH3:51])=[CH:46][CH:45]=2)=[CH:39][CH:38]=1. Given the product [CH3:51][O:50][C:47]1[CH:46]=[CH:45][C:44]([CH2:43][N:42]([CH2:41][C:40]2[CH:52]=[CH:53][C:37]([O:36][CH3:35])=[CH:38][CH:39]=2)[C:9]2[C:10]3[CH:15]=[N:14][C:13]([S:16][CH3:17])=[N:12][C:11]=3[N:6]([CH:1]3[CH2:5][CH2:4][CH2:3][CH2:2]3)[C:7](=[O:19])[CH:8]=2)=[CH:49][CH:48]=1.[CH:1]1([N:6]2[C:11]3[N:12]=[C:13]([S:16][CH3:17])[N:14]=[CH:15][C:10]=3[C:9]([O:18][S:22]([C:21]([F:34])([F:33])[F:20])(=[O:24])=[O:23])=[CH:8][C:7]2=[O:19])[CH2:2][CH2:3][CH2:4][CH2:5]1, predict the reactants needed to synthesize it.